Dataset: Catalyst prediction with 721,799 reactions and 888 catalyst types from USPTO. Task: Predict which catalyst facilitates the given reaction. (1) Reactant: [CH2:1]([Li])CCC.[Br:6][C:7]1[N:14]=[CH:13][CH:12]=[CH:11][C:8]=1[CH:9]=O. Product: [Br:6][C:7]1[C:8]([CH:9]=[CH2:1])=[CH:11][CH:12]=[CH:13][N:14]=1. The catalyst class is: 307. (2) Reactant: [CH2:1]([N:3]1[C:7]([NH:8][C:9](=[O:25])[C@@H:10]([NH:18][CH2:19][C:20]([O:22]CC)=[O:21])[CH2:11][C:12]2[CH:17]=[CH:16][CH:15]=[CH:14][CH:13]=2)=[CH:6][C:5]([C:26]2[CH:31]=[CH:30][N:29]=[CH:28][CH:27]=2)=[N:4]1)[CH3:2].[OH-].[Na+].Cl. Product: [CH2:1]([N:3]1[C:7]([NH:8][C:9](=[O:25])[C@@H:10]([NH:18][CH2:19][C:20]([OH:22])=[O:21])[CH2:11][C:12]2[CH:13]=[CH:14][CH:15]=[CH:16][CH:17]=2)=[CH:6][C:5]([C:26]2[CH:31]=[CH:30][N:29]=[CH:28][CH:27]=2)=[N:4]1)[CH3:2]. The catalyst class is: 5. (3) Reactant: [O:1]=[S:2]1(=[O:26])[CH2:7][CH2:6][N:5]([C:8]2[C:13]([F:14])=[CH:12][C:11]([N:15]3[CH2:19][C@H:18]([C:20]([O:22][CH3:23])=[O:21])[O:17][C:16]3=[O:24])=[CH:10][C:9]=2[F:25])[CH2:4][CH2:3]1.ClC1C(=O)C(C#N)=C(C#N)C(=O)C=1Cl.[O-]S([O-])=O.[Na+].[Na+]. Product: [O:26]=[S:2]1(=[O:1])[CH:3]=[CH:4][N:5]([C:8]2[C:13]([F:14])=[CH:12][C:11]([N:15]3[CH2:19][C@H:18]([C:20]([O:22][CH3:23])=[O:21])[O:17][C:16]3=[O:24])=[CH:10][C:9]=2[F:25])[CH2:6][CH2:7]1. The catalyst class is: 38.